Dataset: Forward reaction prediction with 1.9M reactions from USPTO patents (1976-2016). Task: Predict the product of the given reaction. (1) Given the reactants [CH2:1]([C:5]1[CH:10]=[CH:9][C:8]([C:11]2[O:15][N:14]=[C:13]3[C:16]4[C:21]([CH2:22][CH2:23][C:12]=23)=[CH:20][C:19]([CH:24]=C)=[CH:18][CH:17]=4)=[CH:7][C:6]=1[C:26]([F:29])([F:28])[F:27])[CH:2]([CH3:4])[CH3:3].C[N+]1([O-])CC[O:34]CC1.I([O-])(=O)(=O)=O.[Na+], predict the reaction product. The product is: [CH2:1]([C:5]1[CH:10]=[CH:9][C:8]([C:11]2[O:15][N:14]=[C:13]3[C:16]4[C:21]([CH2:22][CH2:23][C:12]=23)=[CH:20][C:19]([CH:24]=[O:34])=[CH:18][CH:17]=4)=[CH:7][C:6]=1[C:26]([F:29])([F:28])[F:27])[CH:2]([CH3:4])[CH3:3]. (2) Given the reactants [CH2:1]([O:5][CH2:6][CH2:7][O:8][C:9]1[CH:14]=[CH:13][C:12]([C:15]2[CH:16]=[CH:17][C:18]3[N:24]([CH2:25][CH:26]([CH3:28])[CH3:27])[CH2:23][CH2:22][C:21]([C:29]([NH:31][C:32]4[CH:37]=[CH:36][C:35]([S:38][CH2:39][C:40]5[N:44]([CH2:45][CH3:46])[CH:43]=[N:42][CH:41]=5)=[CH:34][CH:33]=4)=[O:30])=[CH:20][C:19]=3[CH:47]=2)=[CH:11][CH:10]=1)[CH2:2][CH2:3][CH3:4].ClC1C=CC=C(C(OO)=[O:56])C=1.CSC.O, predict the reaction product. The product is: [CH2:1]([O:5][CH2:6][CH2:7][O:8][C:9]1[CH:10]=[CH:11][C:12]([C:15]2[CH:16]=[CH:17][C:18]3[N:24]([CH2:25][CH:26]([CH3:27])[CH3:28])[CH2:23][CH2:22][C:21]([C:29]([NH:31][C:32]4[CH:33]=[CH:34][C:35]([S:38]([CH2:39][C:40]5[N:44]([CH2:45][CH3:46])[CH:43]=[N:42][CH:41]=5)=[O:56])=[CH:36][CH:37]=4)=[O:30])=[CH:20][C:19]=3[CH:47]=2)=[CH:13][CH:14]=1)[CH2:2][CH2:3][CH3:4]. (3) Given the reactants OC(C(F)(F)F)=O.[NH:8]1[CH2:11][CH:10]([NH:12][C:13](=[O:32])[CH2:14][NH:15][C:16]2[C:24]3[C:19](=[CH:20][CH:21]=[C:22]([C:25]([F:28])([F:27])[F:26])[CH:23]=3)[N:18]([CH2:29][CH2:30][OH:31])[N:17]=2)[CH2:9]1.[OH:33][C:34]1([C:41]2[CH:42]=[N:43][C:44]([CH3:47])=[CH:45][CH:46]=2)[CH2:39][CH2:38][C:37](=O)[CH2:36][CH2:35]1, predict the reaction product. The product is: [OH:31][CH2:30][CH2:29][N:18]1[C:19]2[C:24](=[CH:23][C:22]([C:25]([F:28])([F:27])[F:26])=[CH:21][CH:20]=2)[C:16]([NH:15][CH2:14][C:13]([NH:12][CH:10]2[CH2:11][N:8]([CH:37]3[CH2:38][CH2:39][C:34]([OH:33])([C:41]4[CH:42]=[N:43][C:44]([CH3:47])=[CH:45][CH:46]=4)[CH2:35][CH2:36]3)[CH2:9]2)=[O:32])=[N:17]1. (4) Given the reactants ClC1C=C([CH2:9][C:10]([N:12]2[C:20]3[C:15](=[CH:16][C:17]([S:21]([NH2:24])(=[O:23])=[O:22])=[CH:18][CH:19]=3)[CH2:14][CH2:13]2)=[O:11])C=CC=1Cl.N1[C:33]2[C:28](=[CH:29][C:30]([S:34](N)(=O)=O)=[CH:31][CH:32]=2)CC1.C1(SCC(O)=O)C=CC=CC=1, predict the reaction product. The product is: [C:30]1([S:34][CH2:9][C:10]([N:12]2[C:20]3[C:15](=[CH:16][C:17]([S:21]([NH2:24])(=[O:22])=[O:23])=[CH:18][CH:19]=3)[CH2:14][CH2:13]2)=[O:11])[CH:31]=[CH:32][CH:33]=[CH:28][CH:29]=1. (5) Given the reactants [Cl:1][C:2]1[CH:3]=[C:4]([CH:8]=[CH:9][C:10]=1[NH:11][C:12]1[CH2:17][CH2:16][CH2:15][C:14](=[O:18])[C:13]=1[CH3:19])[C:5]([OH:7])=O.[CH3:20][O:21][C:22]1[C:23]([NH2:28])=[CH:24][CH:25]=[CH:26][CH:27]=1, predict the reaction product. The product is: [Cl:1][C:2]1[CH:3]=[C:4]([CH:8]=[CH:9][C:10]=1[NH:11][C:12]1[CH2:17][CH2:16][CH2:15][C:14](=[O:18])[C:13]=1[CH3:19])[C:5]([NH:28][C:23]1[CH:24]=[CH:25][CH:26]=[CH:27][C:22]=1[O:21][CH3:20])=[O:7]. (6) Given the reactants C(O[C:4]([C:6]1[C:11](=[O:12])[N:10]([CH2:13][CH2:14][CH:15]([CH3:17])[CH3:16])[N:9]2[CH:18]=[C:19]([F:21])[CH:20]=[C:8]2[C:7]=1[OH:22])=O)C.[NH2:23][C:24]1[CH:29]=[CH:28][C:27]([I:30])=[CH:26][C:25]=1[S:31]([NH2:34])(=[O:33])=[O:32].N12CCCN=C1CCCCC2, predict the reaction product. The product is: [F:21][C:19]1[CH:20]=[C:8]2[C:7]([OH:22])=[C:6]([C:4]3[NH:23][C:24]4[CH:29]=[CH:28][C:27]([I:30])=[CH:26][C:25]=4[S:31](=[O:33])(=[O:32])[N:34]=3)[C:11](=[O:12])[N:10]([CH2:13][CH2:14][CH:15]([CH3:16])[CH3:17])[N:9]2[CH:18]=1. (7) Given the reactants Cl[C:2]1[CH:3]=[C:4]([NH:11][C:12]2[CH:17]=[CH:16][C:15]([O:18][CH3:19])=[C:14]([O:20][CH3:21])[N:13]=2)[C:5]2[N:6]([CH:8]=[CH:9][N:10]=2)[N:7]=1.CC1(C)C(C)(C)OB([C:30]2[CH:31]=[C:32]([CH:38]=[CH:39][CH:40]=2)[C:33]([O:35][CH2:36][CH3:37])=[O:34])O1.P([O-])([O-])([O-])=O.[K+].[K+].[K+].CC(C1C=C(C(C)C)C(C2C=CC=CC=2P(C2CCCCC2)C2CCCCC2)=C(C(C)C)C=1)C, predict the reaction product. The product is: [CH3:19][O:18][C:15]1[CH:16]=[CH:17][C:12]([NH:11][C:4]2[C:5]3[N:6]([CH:8]=[CH:9][N:10]=3)[N:7]=[C:2]([C:30]3[CH:31]=[C:32]([CH:38]=[CH:39][CH:40]=3)[C:33]([O:35][CH2:36][CH3:37])=[O:34])[CH:3]=2)=[N:13][C:14]=1[O:20][CH3:21].